This data is from Full USPTO retrosynthesis dataset with 1.9M reactions from patents (1976-2016). The task is: Predict the reactants needed to synthesize the given product. (1) The reactants are: [Cl:1][C:2]1[C:7](Br)=[CH:6][CH:5]=[CH:4][N:3]=1.[C:9]([O:13][C:14]([N:16]1[CH2:21][CH2:20][NH:19][CH2:18][CH2:17]1)=[O:15])([CH3:12])([CH3:11])[CH3:10].CC(C)([O-])C.[Na+].C1(P(C2C=CC=CC=2)C2C3OC4C(=CC=CC=4P(C4C=CC=CC=4)C4C=CC=CC=4)C(C)(C)C=3C=CC=2)C=CC=CC=1. Given the product [C:9]([O:13][C:14]([N:16]1[CH2:21][CH2:20][N:19]([C:7]2[C:2]([Cl:1])=[N:3][CH:4]=[CH:5][CH:6]=2)[CH2:18][CH2:17]1)=[O:15])([CH3:12])([CH3:10])[CH3:11], predict the reactants needed to synthesize it. (2) Given the product [C:9]([O:24][C@H:25]([CH2:30][CH2:31][CH2:32][CH2:33][CH2:34][CH2:35][CH2:36][CH2:37][CH2:38][CH2:39][CH3:40])[CH2:26][C:27]([NH:8][C:6](=[O:7])[C@H:3]([CH2:4][OH:5])[NH2:2])=[O:28])(=[O:23])[CH2:10][CH2:11][CH2:12][CH2:13][CH2:14][CH2:15][CH2:16][CH2:17][CH2:18][CH2:19][CH2:20][CH2:21][CH3:22], predict the reactants needed to synthesize it. The reactants are: Cl.[NH2:2][C@H:3]([C:6]([NH2:8])=[O:7])[CH2:4][OH:5].[C:9]([O:24][C@H:25]([CH2:30][CH2:31][CH2:32][CH2:33][CH2:34][CH2:35][CH2:36][CH2:37][CH2:38][CH2:39][CH3:40])[CH2:26][C:27](O)=[O:28])(=[O:23])[CH2:10][CH2:11][CH2:12][CH2:13][CH2:14][CH2:15][CH2:16][CH2:17][CH2:18][CH2:19][CH2:20][CH2:21][CH3:22].C(N(CC)CC)C.CCOC1N(C(OCC)=O)C2C(=CC=CC=2)C=C1. (3) Given the product [CH2:11]([N:13]1[CH2:18][CH2:17][N:16]([C:2]2[CH:3]=[CH:4][CH:5]=[C:6]([N+:8]([O-:10])=[O:9])[CH:7]=2)[CH2:15][CH2:14]1)[CH3:12], predict the reactants needed to synthesize it. The reactants are: F[C:2]1[CH:7]=[C:6]([N+:8]([O-:10])=[O:9])[CH:5]=[CH:4][CH:3]=1.[CH2:11]([N:13]1[CH2:18][CH2:17][NH:16][CH2:15][CH2:14]1)[CH3:12]. (4) Given the product [NH2:37][C:36]1[N:38]=[CH:4][C:5]2[CH2:6][N:7]([C:12]3[CH:17]=[CH:16][N:15]=[C:14]([C:18]([NH:20][C:21]4[CH:26]=[CH:25][CH:24]=[C:23]([C:27]([F:30])([F:28])[F:29])[CH:22]=4)=[O:19])[CH:13]=3)[CH2:8][CH2:9][C:10]=2[N:35]=1, predict the reactants needed to synthesize it. The reactants are: CN([CH:4]=[C:5]1[C:10](=O)[CH2:9][CH2:8][N:7]([C:12]2[CH:17]=[CH:16][N:15]=[C:14]([C:18]([NH:20][C:21]3[CH:26]=[CH:25][CH:24]=[C:23]([C:27]([F:30])([F:29])[F:28])[CH:22]=3)=[O:19])[CH:13]=2)[CH2:6]1)C.C(=O)(O)O.[NH2:35][C:36]([NH2:38])=[NH:37].O.O.O.C([O-])(=O)C.[Na+]. (5) Given the product [C:6]([C:8]1[CH:9]=[C:10]([C:14]2[CH:15]=[C:16]([CH:21]=[C:22]([CH2:24][Br:27])[CH:23]=2)[C:17]([O:19][CH3:20])=[O:18])[CH:11]=[CH:12][CH:13]=1)#[N:7], predict the reactants needed to synthesize it. The reactants are: C(OCC)C.[C:6]([C:8]1[CH:9]=[C:10]([C:14]2[CH:15]=[C:16]([CH:21]=[C:22]([CH2:24]O)[CH:23]=2)[C:17]([O:19][CH3:20])=[O:18])[CH:11]=[CH:12][CH:13]=1)#[N:7].P(Br)(Br)[Br:27]. (6) The reactants are: [CH:1]12[O:8][CH:5]([CH2:6][CH2:7]1)[CH2:4][N:3]([C:9]1[CH:14]=[CH:13][N:12]=[C:11]3[N:15]([CH3:20])[CH:16]=[C:17]([CH:18]=O)[C:10]=13)[CH2:2]2.[OH:21][C:22]1[C:27]2[C:28](=[O:31])[CH2:29][O:30][C:26]=2[CH:25]=[C:24]([OH:32])[CH:23]=1.Cl. Given the product [OH:21][C:22]1[C:27]2[C:28](=[O:31])/[C:29](=[CH:18]/[C:17]3[C:10]4[C:11](=[N:12][CH:13]=[CH:14][C:9]=4[N:3]4[CH2:4][CH:5]5[O:8][CH:1]([CH2:7][CH2:6]5)[CH2:2]4)[N:15]([CH3:20])[CH:16]=3)/[O:30][C:26]=2[CH:25]=[C:24]([OH:32])[CH:23]=1, predict the reactants needed to synthesize it. (7) The reactants are: I[C:2]12[CH2:6][C:4]([CH3:7])([CH2:5]1)[CH2:3]2.C([Li])(C)(C)C.[C:13](=[O:15])=[O:14]. Given the product [CH3:7][C:4]12[CH2:6][C:2]([C:13]([OH:15])=[O:14])([CH2:5]1)[CH2:3]2, predict the reactants needed to synthesize it. (8) Given the product [CH:1]1([CH2:4][N:5]([CH2:7][C:8]2[C:20]3[C:19]4[CH2:18][CH2:17][N:16]([OH:21])[C:15](=[O:30])[C:14]=4[N:13]=[CH:12][C:11]=3[N:10]([CH2:31][C:32]3[CH:33]=[CH:34][C:35]([F:38])=[CH:36][CH:37]=3)[CH:9]=2)[CH3:6])[CH2:3][CH2:2]1, predict the reactants needed to synthesize it. The reactants are: [CH:1]1([CH2:4][N:5]([CH2:7][C:8]2[C:20]3[C:19]4[CH2:18][CH2:17][N:16]([O:21]COCC[Si](C)(C)C)[C:15](=[O:30])[C:14]=4[N:13]=[CH:12][C:11]=3[N:10]([CH2:31][C:32]3[CH:37]=[CH:36][C:35]([F:38])=[CH:34][CH:33]=3)[CH:9]=2)[CH3:6])[CH2:3][CH2:2]1. (9) The reactants are: [H-].[Na+].[C:3]1([CH2:11][OH:12])[CH:8]=[CH:7][CH:6]=[C:5]([CH2:9][OH:10])[CH:4]=1.[C:13]([Si:17]([CH3:20])([CH3:19])Cl)([CH3:16])([CH3:15])[CH3:14]. Given the product [O:10]([CH2:9][C:5]1[CH:4]=[C:3]([CH:8]=[CH:7][CH:6]=1)[CH2:11][OH:12])[Si:17]([C:13]([CH3:16])([CH3:15])[CH3:14])([CH3:20])[CH3:19], predict the reactants needed to synthesize it. (10) Given the product [C:18]([O:22][C:23]([N:25]1[CH2:30][CH2:29][CH:28]([CH2:31][N:10]2[CH2:11][CH2:12][CH:7]([O:6][C:5]3[CH:13]=[CH:14][C:15]([Cl:16])=[C:3]([Cl:2])[C:4]=3[CH3:17])[CH2:8][CH2:9]2)[CH2:27][CH2:26]1)=[O:24])([CH3:21])([CH3:19])[CH3:20], predict the reactants needed to synthesize it. The reactants are: Cl.[Cl:2][C:3]1[C:4]([CH3:17])=[C:5]([CH:13]=[CH:14][C:15]=1[Cl:16])[O:6][CH:7]1[CH2:12][CH2:11][NH:10][CH2:9][CH2:8]1.[C:18]([O:22][C:23]([N:25]1[CH2:30][CH2:29][CH:28]([CH2:31]OS(C2C=CC(C)=CC=2)(=O)=O)[CH2:27][CH2:26]1)=[O:24])([CH3:21])([CH3:20])[CH3:19].C(=O)([O-])[O-].[K+].[K+].